From a dataset of Full USPTO retrosynthesis dataset with 1.9M reactions from patents (1976-2016). Predict the reactants needed to synthesize the given product. (1) Given the product [F:25][C:19]1[CH:20]=[C:21]([F:24])[CH:22]=[CH:23][C:18]=1[C:10]([OH:17])([CH:9]([C:6]1[C:7]([F:8])=[CH:2][N:3]=[CH:4][N:5]=1)[CH3:26])[CH2:11][N:12]1[CH:16]=[N:15][CH:14]=[N:13]1, predict the reactants needed to synthesize it. The reactants are: Cl[C:2]1[C:7]([F:8])=[C:6]([CH:9]([CH3:26])[C:10]([C:18]2[CH:23]=[CH:22][C:21]([F:24])=[CH:20][C:19]=2[F:25])([OH:17])[CH2:11][N:12]2[CH:16]=[N:15][CH:14]=[N:13]2)[N:5]=[CH:4][N:3]=1.C(OCC)(=O)C.C([O-])(=O)C.[Na+].[H][H]. (2) The reactants are: CN.C[CH2:4][N:5](C(C)C)C(C)C.CN(C(ON1N=NC2C=CC=NC1=2)=[N+](C)C)C.F[P-](F)(F)(F)(F)F.[CH2:36]([O:43][C:44]1[CH:45]=[C:46]2[C:52]([C:53]([OH:55])=O)=[C:51]([C:56]3[CH:61]=[CH:60][C:59]([F:62])=[CH:58][CH:57]=3)[O:50][C:47]2=[CH:48][N:49]=1)[C:37]1[CH:42]=[CH:41][CH:40]=[CH:39][CH:38]=1. Given the product [CH2:36]([O:43][C:44]1[CH:45]=[C:46]2[C:52]([C:53]([NH:5][CH3:4])=[O:55])=[C:51]([C:56]3[CH:57]=[CH:58][C:59]([F:62])=[CH:60][CH:61]=3)[O:50][C:47]2=[CH:48][N:49]=1)[C:37]1[CH:42]=[CH:41][CH:40]=[CH:39][CH:38]=1, predict the reactants needed to synthesize it. (3) Given the product [CH:25]1([C:28]([O:1]/[N:2]=[C:3](/[CH:5]2[CH2:10][C:9]([CH3:24])([S:11]([C:14]3[CH:19]=[CH:18][CH:17]=[C:16]([C:20]([F:23])([F:21])[F:22])[CH:15]=3)(=[O:13])=[O:12])[CH2:8][CH2:7][O:6]2)\[NH2:4])=[O:29])[CH2:27][CH2:26]1, predict the reactants needed to synthesize it. The reactants are: [OH:1]/[N:2]=[C:3](/[CH:5]1[CH2:10][C:9]([CH3:24])([S:11]([C:14]2[CH:19]=[CH:18][CH:17]=[C:16]([C:20]([F:23])([F:22])[F:21])[CH:15]=2)(=[O:13])=[O:12])[CH2:8][CH2:7][O:6]1)\[NH2:4].[CH:25]1([C:28](Cl)=[O:29])[CH2:27][CH2:26]1. (4) Given the product [Cl:19][C:20]1[CH:25]=[C:24]([CH:23]=[C:22]([CH2:29][N:30]2[CH2:34][CH2:33][CH2:32][CH2:31]2)[C:21]=1[O:35][C:2]1[N:6]([CH3:7])[C:5]2[C:8]([CH:14]([CH2:17][CH3:18])[CH2:15][CH3:16])=[CH:9][CH:10]=[C:11]([O:12][CH3:13])[C:4]=2[N:3]=1)[N:26]([CH3:28])[CH3:27], predict the reactants needed to synthesize it. The reactants are: Cl[C:2]1[N:6]([CH3:7])[C:5]2[C:8]([CH:14]([CH2:17][CH3:18])[CH2:15][CH3:16])=[CH:9][CH:10]=[C:11]([O:12][CH3:13])[C:4]=2[N:3]=1.[Cl:19][C:20]1[CH:25]=[C:24]([N:26]([CH3:28])[CH3:27])[CH:23]=[C:22]([CH2:29][N:30]2[CH2:34][CH2:33][CH2:32][CH2:31]2)[C:21]=1[OH:35].C(=O)([O-])[O-].[K+].[K+].CN1CCCC1=O. (5) Given the product [CH2:16]([N:23]1[CH2:28][CH2:27][CH:26]([N:29]([CH2:30][C:31]2[N:32]=[CH:33][NH:34][CH:35]=2)[C:9](=[O:10])[O:11][C:12]([CH3:13])([CH3:14])[CH3:15])[CH2:25][CH2:24]1)[C:17]1[CH:18]=[CH:19][CH:20]=[CH:21][CH:22]=1, predict the reactants needed to synthesize it. The reactants are: [C:9](O[C:9]([O:11][C:12]([CH3:15])([CH3:14])[CH3:13])=[O:10])([O:11][C:12]([CH3:15])([CH3:14])[CH3:13])=[O:10].[CH2:16]([N:23]1[CH2:28][CH2:27][CH:26]([NH:29][CH2:30][C:31]2[N:32]=[CH:33][NH:34][CH:35]=2)[CH2:25][CH2:24]1)[C:17]1[CH:22]=[CH:21][CH:20]=[CH:19][CH:18]=1.O.NN. (6) Given the product [F:18][C:19]1[CH:24]=[C:23]([CH3:25])[C:22]([F:26])=[CH:21][C:20]=1[C:2]1[N:7]=[N:6][C:5]([O:8][CH:9]2[CH:16]3[CH2:17][N:12]([CH2:13][CH2:14][CH2:15]3)[CH2:11][CH2:10]2)=[CH:4][CH:3]=1, predict the reactants needed to synthesize it. The reactants are: Cl[C:2]1[N:7]=[N:6][C:5]([O:8][CH:9]2[CH:16]3[CH2:17][N:12]([CH2:13][CH2:14][CH2:15]3)[CH2:11][CH2:10]2)=[CH:4][CH:3]=1.[F:18][C:19]1[CH:24]=[C:23]([CH3:25])[C:22]([F:26])=[CH:21][C:20]=1B(O)O.C([O-])([O-])=O.[Na+].[Na+].C1(P(C2C=CC=CC=2)C2C=CC=CC=2)C=CC=CC=1. (7) Given the product [F:18][C:17]1[C:12]2[N:13]([C:9]([C:4]3[CH:5]=[CH:6][C:7]([F:8])=[C:2]([C:30]4[CH:29]=[CH:28][CH:27]=[C:26]([CH:23]([CH3:25])[CH3:24])[CH:31]=4)[CH:3]=3)=[CH:10][N:11]=2)[CH:14]=[CH:15][C:16]=1[C:19]([OH:22])([CH3:21])[CH3:20], predict the reactants needed to synthesize it. The reactants are: Cl[C:2]1[CH:3]=[C:4]([C:9]2[N:13]3[CH:14]=[CH:15][C:16]([C:19]([OH:22])([CH3:21])[CH3:20])=[C:17]([F:18])[C:12]3=[N:11][CH:10]=2)[CH:5]=[CH:6][C:7]=1[F:8].[CH:23]([C:26]1[CH:27]=[C:28](B(O)O)[CH:29]=[CH:30][CH:31]=1)([CH3:25])[CH3:24]. (8) Given the product [Br:1][C:2]1[CH:10]=[C:9]2[C:5]([C:6]([CH:11]=[O:12])=[CH:7][N:8]2[S:23]([C:20]2[CH:21]=[CH:22][C:17]([O:16][CH3:15])=[C:18]([N:27]3[CH2:32][CH2:31][N:30]([C:33](=[O:38])[C:34]([Cl:37])([Cl:35])[Cl:36])[CH2:29][CH2:28]3)[CH:19]=2)(=[O:25])=[O:24])=[CH:4][CH:3]=1, predict the reactants needed to synthesize it. The reactants are: [Br:1][C:2]1[CH:10]=[C:9]2[C:5]([C:6]([CH:11]=[O:12])=[CH:7][NH:8]2)=[CH:4][CH:3]=1.[H-].[Na+].[CH3:15][O:16][C:17]1[CH:22]=[CH:21][C:20]([S:23](Cl)(=[O:25])=[O:24])=[CH:19][C:18]=1[N:27]1[CH2:32][CH2:31][N:30]([C:33](=[O:38])[C:34]([Cl:37])([Cl:36])[Cl:35])[CH2:29][CH2:28]1. (9) Given the product [N:1]1[CH:6]=[CH:5][N:4]=[C:3]2[NH:7][CH:8]=[C:9]([C:10]([OH:14])=[O:11])[C:2]=12, predict the reactants needed to synthesize it. The reactants are: [N:1]1[CH:6]=[CH:5][N:4]=[C:3]2[NH:7][CH:8]=[C:9]([CH:10]=[O:11])[C:2]=12.S(=O)(=O)([OH:14])N.[O-]Cl=O.[Na+].OP([O-])(O)=O.[K+]. (10) The reactants are: [CH3:1][C:2]([N:11]1[CH:15]=[C:14]([N+:16]([O-])=O)[N:13]=[CH:12]1)([CH3:10])[CH2:3][NH:4][CH2:5][C:6]([CH3:9])([CH3:8])[CH3:7].[F:19][C:20]1[CH:21]=[C:22]([CH2:27][C:28]([NH:30][C@@H:31]([C:35]2[CH:40]=[CH:39][CH:38]=[CH:37][CH:36]=2)[C:32](O)=[O:33])=[O:29])[CH:23]=[C:24]([F:26])[CH:25]=1. Given the product [F:19][C:20]1[CH:21]=[C:22]([CH2:27][C:28]([NH:30][C@@H:31]([C:35]2[CH:40]=[CH:39][CH:38]=[CH:37][CH:36]=2)[C:32]([NH:16][C:14]2[N:13]=[CH:12][N:11]([C:2]([CH3:10])([CH3:1])[CH2:3][NH:4][CH2:5][C:6]([CH3:9])([CH3:8])[CH3:7])[CH:15]=2)=[O:33])=[O:29])[CH:23]=[C:24]([F:26])[CH:25]=1, predict the reactants needed to synthesize it.